From a dataset of Catalyst prediction with 721,799 reactions and 888 catalyst types from USPTO. Predict which catalyst facilitates the given reaction. Reactant: [NH2:1][C:2]1[CH:3]=[C:4]2[C:8](=[CH:9][CH:10]=1)[NH:7][N:6]=[C:5]2[NH:11][C:12](=[O:19])[C:13]1[CH:18]=[CH:17][CH:16]=[CH:15][CH:14]=1.[F:20][C:21]1[CH:22]=[C:23]([S:27](Cl)(=[O:29])=[O:28])[CH:24]=[CH:25][CH:26]=1. Product: [F:20][C:21]1[CH:22]=[C:23]([S:27]([NH:1][C:2]2[CH:3]=[C:4]3[C:8](=[CH:9][CH:10]=2)[NH:7][N:6]=[C:5]3[NH:11][C:12](=[O:19])[C:13]2[CH:18]=[CH:17][CH:16]=[CH:15][CH:14]=2)(=[O:29])=[O:28])[CH:24]=[CH:25][CH:26]=1. The catalyst class is: 17.